From a dataset of Catalyst prediction with 721,799 reactions and 888 catalyst types from USPTO. Predict which catalyst facilitates the given reaction. (1) Reactant: Br[C:2]1[C:3]([CH3:11])=[N:4][C:5]([O:9][CH3:10])=[CH:6][C:7]=1[CH3:8].C([Li])CCC.[B:17](OC)([O:20]C)[O:18]C.[Cl-].[NH4+]. Product: [CH3:10][O:9][C:5]1[N:4]=[C:3]([CH3:11])[C:2]([B:17]([OH:20])[OH:18])=[C:7]([CH3:8])[CH:6]=1. The catalyst class is: 1. (2) Reactant: [C:1]1([C:7]([C:15]2[CH:20]=[CH:19][CH:18]=[CH:17][CH:16]=2)([C:9]2[CH:14]=[CH:13][CH:12]=[CH:11][CH:10]=2)[SH:8])[CH:6]=[CH:5][CH:4]=[CH:3][CH:2]=1.Br[CH2:22][C:23]([O:25][CH2:26][CH3:27])=[O:24].C(N(C(C)C)CC)(C)C.CN(C)C=O. The catalyst class is: 13. Product: [C:7]([S:8][CH2:22][C:23]([O:25][CH2:26][CH3:27])=[O:24])([C:1]1[CH:2]=[CH:3][CH:4]=[CH:5][CH:6]=1)([C:9]1[CH:10]=[CH:11][CH:12]=[CH:13][CH:14]=1)[C:15]1[CH:16]=[CH:17][CH:18]=[CH:19][CH:20]=1. (3) Reactant: [CH3:1][C:2]1[N:6]([C:7]2[CH:12]=[CH:11][CH:10]=[CH:9][CH:8]=2)[N:5]=[C:4]([C:13]([OH:15])=O)[CH:3]=1.CN(C)C=O.C(Cl)(=O)C(Cl)=O.[NH2:27][C:28]1[CH:33]=[CH:32][C:31]([S:34][C:35]2[CH:36]=[CH:37][C:38]3[N:39]([CH:41]=[C:42]([NH:44][C:45]([CH:47]4[CH2:49][CH2:48]4)=[O:46])[N:43]=3)[N:40]=2)=[CH:30][CH:29]=1. Product: [CH:47]1([C:45]([NH:44][C:42]2[N:43]=[C:38]3[CH:37]=[CH:36][C:35]([S:34][C:31]4[CH:30]=[CH:29][C:28]([NH:27][C:13]([C:4]5[CH:3]=[C:2]([CH3:1])[N:6]([C:7]6[CH:8]=[CH:9][CH:10]=[CH:11][CH:12]=6)[N:5]=5)=[O:15])=[CH:33][CH:32]=4)=[N:40][N:39]3[CH:41]=2)=[O:46])[CH2:48][CH2:49]1. The catalyst class is: 722.